From a dataset of Catalyst prediction with 721,799 reactions and 888 catalyst types from USPTO. Predict which catalyst facilitates the given reaction. (1) The catalyst class is: 1. Product: [CH3:4][O:5][C:6]([C:8]1[CH:12]=[C:11]([CH:13]([OH:14])[CH3:1])[O:10][C:9]=1[CH3:15])=[O:7]. Reactant: [CH3:1][Mg]Br.[CH3:4][O:5][C:6]([C:8]1[CH:12]=[C:11]([CH:13]=[O:14])[O:10][C:9]=1[CH3:15])=[O:7]. (2) Reactant: [CH3:1][O:2][C:3]1[CH:4]=[C:5]2[C:10](=[C:11]3[CH2:15][C:14]([CH3:17])([CH3:16])[O:13][C:12]=13)[C:9]([C:18]1[CH:19]=[C:20]([NH2:24])[CH:21]=[CH:22][CH:23]=1)=[N:8][C:7]([CH3:26])([CH3:25])[CH2:6]2.[N:27]1[CH:32]=[CH:31][CH:30]=[C:29]2[C:33]([O:35][C:36](=O)[C:28]=12)=[O:34].C(OCC)C. Product: [CH3:1][O:2][C:3]1[CH:4]=[C:5]2[C:10](=[C:11]3[CH2:15][C:14]([CH3:17])([CH3:16])[O:13][C:12]=13)[C:9]([C:18]1[CH:19]=[C:20]([N:24]3[C:33](=[O:34])[C:29]4[C:28](=[N:27][CH:32]=[CH:31][CH:30]=4)[C:36]3=[O:35])[CH:21]=[CH:22][CH:23]=1)=[N:8][C:7]([CH3:26])([CH3:25])[CH2:6]2. The catalyst class is: 7. (3) Reactant: [F:1][C:2]1[CH:3]=[C:4]([C@H:9]2[CH2:13][CH2:12][CH2:11][N:10]2[C:14]2[CH:19]=[CH:18][N:17]3[N:20]=[CH:21][C:22]([C:23]([O:25][CH3:26])=[O:24])=[C:16]3[N:15]=2)[C:5]([OH:8])=[N:6][CH:7]=1.[H-].[Li+].Br[CH2:30][C@H:31]([CH3:44])[CH2:32][N:33]1[C:41](=[O:42])[C:40]2[C:35](=[CH:36][CH:37]=[CH:38][CH:39]=2)[C:34]1=[O:43]. Product: [O:43]=[C:34]1[C:35]2[C:40](=[CH:39][CH:38]=[CH:37][CH:36]=2)[C:41](=[O:42])[N:33]1[CH2:32][C@@H:31]([CH3:44])[CH2:30][N:6]1[CH:7]=[C:2]([F:1])[CH:3]=[C:4]([C@H:9]2[CH2:13][CH2:12][CH2:11][N:10]2[C:14]2[CH:19]=[CH:18][N:17]3[N:20]=[CH:21][C:22]([C:23]([O:25][CH3:26])=[O:24])=[C:16]3[N:15]=2)[C:5]1=[O:8]. The catalyst class is: 31. (4) Reactant: [O:1]=[P:2]([Cl:5])(Cl)[Cl:3].C(=O)=O.CC(C)=O.[C:13]1([OH:19])[CH:18]=[CH:17][CH:16]=[CH:15][CH:14]=1.CCN(CC)CC. Product: [P:2]([Cl:5])([Cl:3])(=[O:1])[O:19][C:13]1[CH:18]=[CH:17][CH:16]=[CH:15][CH:14]=1. The catalyst class is: 2. (5) Reactant: [OH:1][C:2]1[CH:7]=[CH:6][CH:5]=[CH:4][C:3]=1[C:8]1[CH:9]=[CH:10][C:11](=[O:15])[N:12]([CH3:14])[N:13]=1.Br[CH:17]1[CH2:21][CH2:20][CH2:19][CH2:18]1.[H-].[Na+]. Product: [CH:17]1([O:1][C:2]2[CH:7]=[CH:6][CH:5]=[CH:4][C:3]=2[C:8]2[CH:9]=[CH:10][C:11](=[O:15])[N:12]([CH3:14])[N:13]=2)[CH2:21][CH2:20][CH2:19][CH2:18]1. The catalyst class is: 13. (6) Reactant: C1(C)C=CC(S([Cl:10])(=O)=O)=CC=1.O[CH2:13][C:14]1[N:19]=[C:18]([N:20]2[CH2:25][CH2:24][N:23]3[N:26]=[C:27]([CH2:29][O:30][C:31]4[CH:36]=[CH:35][CH:34]=[CH:33][CH:32]=4)[CH:28]=[C:22]3[C:21]2=[O:37])[CH:17]=[CH:16][CH:15]=1.C([O-])(O)=O.[Na+]. Product: [Cl:10][CH2:13][C:14]1[N:19]=[C:18]([N:20]2[CH2:25][CH2:24][N:23]3[N:26]=[C:27]([CH2:29][O:30][C:31]4[CH:36]=[CH:35][CH:34]=[CH:33][CH:32]=4)[CH:28]=[C:22]3[C:21]2=[O:37])[CH:17]=[CH:16][CH:15]=1. The catalyst class is: 2. (7) Reactant: [C:1]([O:5][C:6]([N:8]1[CH2:13][C@@H:12]([N:14]([C:19]([C:21]2[C:22]([NH:31][CH2:32][C:33]3[O:34][CH:35]=[CH:36][CH:37]=3)=[N:23][C:24]([C:27]([CH3:30])([CH3:29])[CH3:28])=[N:25][CH:26]=2)=[O:20])[CH2:15][CH:16]([CH3:18])[CH3:17])[CH2:11][C@@H:10]([C:38]([OH:40])=O)[CH2:9]1)=[O:7])([CH3:4])([CH3:3])[CH3:2].[N:41]1(O)C2C=CC=CC=2N=N1.CCN=C=NCCCN(C)C.Cl.C(N(CC)CC)C. Product: [NH2:41][C:38]([C@@H:10]1[CH2:11][C@H:12]([N:14]([C:19]([C:21]2[C:22]([NH:31][CH2:32][C:33]3[O:34][CH:35]=[CH:36][CH:37]=3)=[N:23][C:24]([C:27]([CH3:30])([CH3:28])[CH3:29])=[N:25][CH:26]=2)=[O:20])[CH2:15][CH:16]([CH3:17])[CH3:18])[CH2:13][N:8]([C:6]([O:5][C:1]([CH3:4])([CH3:2])[CH3:3])=[O:7])[CH2:9]1)=[O:40]. The catalyst class is: 325.